This data is from Catalyst prediction with 721,799 reactions and 888 catalyst types from USPTO. The task is: Predict which catalyst facilitates the given reaction. (1) Reactant: [CH3:1][O:2][C:3]1[C:16]2[C:15]3[NH:14][CH2:13][CH2:12][CH2:11][C:10]=3[C:9](=[O:17])[N:8](COC)[C:7]=2[CH:6]=[C:5]([CH2:21][NH:22][N:23]2[CH2:28][CH2:27][O:26][CH2:25][CH2:24]2)[CH:4]=1.[ClH:29]. Product: [ClH:29].[ClH:29].[ClH:29].[CH3:1][O:2][C:3]1[C:16]2[C:15]3[NH:14][CH2:13][CH2:12][CH2:11][C:10]=3[C:9](=[O:17])[NH:8][C:7]=2[CH:6]=[C:5]([CH2:21][NH:22][N:23]2[CH2:24][CH2:25][O:26][CH2:27][CH2:28]2)[CH:4]=1. The catalyst class is: 8. (2) Reactant: Br[C:2]1[C:6]2[CH:7]=[N:8][C:9]([NH2:23])=[C:10]([O:11][C@@H:12]([C:14]3[C:19]([Cl:20])=[CH:18][CH:17]=[C:16]([F:21])[C:15]=3[Cl:22])[CH3:13])[C:5]=2[O:4][CH:3]=1.[F-].[K+].O1CCOCC1.C([Sn](CCCC)(CCCC)[C:37]1[S:38][CH:39]=[CH:40][N:41]=1)CCC. Product: [Cl:22][C:15]1[C:16]([F:21])=[CH:17][CH:18]=[C:19]([Cl:20])[C:14]=1[C@H:12]([O:11][C:10]1[C:5]2[O:4][CH:3]=[C:2]([C:37]3[S:38][CH:39]=[CH:40][N:41]=3)[C:6]=2[CH:7]=[N:8][C:9]=1[NH2:23])[CH3:13]. The catalyst class is: 532. (3) The catalyst class is: 34. Product: [O:26]=[C:20]([NH:9][CH2:10][C:11](=[O:12])[C:13]1[CH:18]=[CH:17][CH:16]=[CH:15][CH:14]=1)[C:21]([O:23][CH2:24][CH3:25])=[O:22]. Reactant: C(N(CC)CC)C.Cl.[NH2:9][CH2:10][C:11]([C:13]1[CH:18]=[CH:17][CH:16]=[CH:15][CH:14]=1)=[O:12].Cl[C:20](=[O:26])[C:21]([O:23][CH2:24][CH3:25])=[O:22]. (4) Reactant: Cl[C:2]1[C:7]([C:8]2[CH:13]=[CH:12][N:11]=[CH:10][N:9]=2)=[CH:6][CH:5]=[CH:4][N:3]=1.[OH:14][C:15]1[CH:23]=[CH:22][C:18]([C:19]([OH:21])=[O:20])=[CH:17][CH:16]=1.C([O-])([O-])=O.[Cs+].[Cs+]. The catalyst class is: 197. Product: [N:11]1[CH:12]=[CH:13][C:8]([C:7]2[C:2]([O:14][C:15]3[CH:23]=[CH:22][C:18]([C:19]([OH:21])=[O:20])=[CH:17][CH:16]=3)=[N:3][CH:4]=[CH:5][CH:6]=2)=[N:9][CH:10]=1.